From a dataset of Catalyst prediction with 721,799 reactions and 888 catalyst types from USPTO. Predict which catalyst facilitates the given reaction. (1) Reactant: [CH3:1][C:2]([Si:5]([CH3:30])([CH3:29])[O:6][C@H:7]1[CH2:12][CH2:11][C@H:10]2[C:13]3[C@H:14]([CH2:27][OH:28])[CH2:15][C:16]4[CH:17]=[C:18]([O:25][CH3:26])[CH:19]=[CH:20][C:21]=4[C:22]=3[CH2:23][CH2:24][C@:8]12[CH3:9])([CH3:4])[CH3:3].N.[Li].[Cl-].[NH4+]. Product: [CH3:4][C:2]([Si:5]([CH3:30])([CH3:29])[O:6][C@H:7]1[CH2:12][CH2:11][C@H:10]2[C@H:13]3[C@H:22]([CH2:23][CH2:24][C@:8]12[CH3:9])[C:21]1[CH2:20][CH:19]=[C:18]([O:25][CH3:26])[CH2:17][C:16]=1[CH2:15][C@H:14]3[CH2:27][OH:28])([CH3:1])[CH3:3]. The catalyst class is: 214. (2) Reactant: [Br:1][C:2]1[CH:3]=[C:4]2[C:8](=[C:9]([N+:11]([O-])=O)[CH:10]=1)[NH:7][C:6]([C:14]1[S:15][CH:16]([CH2:19][N:20]3[CH2:25][CH2:24][O:23][CH2:22][CH2:21]3)[CH2:17][N:18]=1)=[CH:5]2.[Cl-].[Ca+2].[Cl-].C(O)C.O1CCCC1. Product: [Br:1][C:2]1[CH:3]=[C:4]2[C:8](=[C:9]([NH2:11])[CH:10]=1)[NH:7][C:6]([C:14]1[S:15][CH:16]([CH2:19][N:20]3[CH2:21][CH2:22][O:23][CH2:24][CH2:25]3)[CH2:17][N:18]=1)=[CH:5]2. The catalyst class is: 150. (3) Reactant: [Br:1][C:2]1[CH:21]=[N:20][C:5]2[N:6]([CH2:18][CH3:19])[C:7]3[N:15]=[C:14](Cl)[CH:13]=[C:12]([CH3:17])[C:8]=3[NH:9][C:10](=[O:11])[C:4]=2[CH:3]=1.[CH3:22][O:23][C:24]1[CH:31]=[CH:30][C:27]([CH2:28][NH2:29])=[CH:26][CH:25]=1. Product: [Br:1][C:2]1[CH:21]=[N:20][C:5]2[N:6]([CH2:18][CH3:19])[C:7]3[N:15]=[C:14]([NH:29][CH2:28][C:27]4[CH:30]=[CH:31][C:24]([O:23][CH3:22])=[CH:25][CH:26]=4)[CH:13]=[C:12]([CH3:17])[C:8]=3[NH:9][C:10](=[O:11])[C:4]=2[CH:3]=1. The catalyst class is: 12. (4) Reactant: [CH2:1]([N:3]1[C:7]2=[N:8][C:9]([CH2:28][CH3:29])=[C:10]([CH2:26]O)[C:11]([NH:12][CH:13]3[CH2:18][CH2:17][N:16]([C:19]([O:21][C:22]([CH3:25])([CH3:24])[CH3:23])=[O:20])[CH2:15][CH2:14]3)=[C:6]2[CH:5]=[N:4]1)[CH3:2].[N-:30]=[N+:31]=[N-:32].[Na+].C(Br)(Br)(Br)Br.C1(P(C2C=CC=CC=2)C2C=CC=CC=2)C=CC=CC=1. Product: [N:30]([CH2:26][C:10]1[C:11]([NH:12][CH:13]2[CH2:18][CH2:17][N:16]([C:19]([O:21][C:22]([CH3:25])([CH3:24])[CH3:23])=[O:20])[CH2:15][CH2:14]2)=[C:6]2[CH:5]=[N:4][N:3]([CH2:1][CH3:2])[C:7]2=[N:8][C:9]=1[CH2:28][CH3:29])=[N+:31]=[N-:32]. The catalyst class is: 9.